This data is from CYP2C19 inhibition data for predicting drug metabolism from PubChem BioAssay. The task is: Regression/Classification. Given a drug SMILES string, predict its absorption, distribution, metabolism, or excretion properties. Task type varies by dataset: regression for continuous measurements (e.g., permeability, clearance, half-life) or binary classification for categorical outcomes (e.g., BBB penetration, CYP inhibition). Dataset: cyp2c19_veith. (1) The compound is CCc1cc2c(nc1CC)CCN(CC/C(C)=N/O[C@@H]1O[C@H](COC(C)=O)[C@H](OC(C)=O)[C@H](OC(C)=O)[C@H]1OC(C)=O)C2. The result is 0 (non-inhibitor). (2) The molecule is O=C(SCc1cccc2ccccc12)c1ccc(Cl)cc1. The result is 1 (inhibitor). (3) The molecule is O=C(O)c1cc2cc(Cl)ccc2oc1=O. The result is 0 (non-inhibitor). (4) The drug is O=S(=O)(Nc1ccc(Cc2ccncc2)cc1)c1ccc(Cl)c(Cl)c1. The result is 1 (inhibitor). (5) The drug is COc1ncc2nc(-c3cc(F)cc(F)c3)c(=O)n(CCC#N)c2n1. The result is 0 (non-inhibitor). (6) The result is 0 (non-inhibitor). The drug is C[C@H](O)C(=O)C1=Nc2c(nc(N)[nH]c2=O)NC1. (7) The molecule is Cc1nc2cnc(Oc3ccccc3)nc2n(C)c1=O. The result is 0 (non-inhibitor). (8) The compound is N#Cc1cccc(-c2ccc3ncnc(NCCN4CCOCC4)c3c2)c1. The result is 0 (non-inhibitor). (9) The molecule is Cn1cccc1C(=O)N1CCC2(CCCN(c3ccccc3)C2)CC1. The result is 1 (inhibitor). (10) The compound is COC(=O)c1cc(OC)ccc1-c1ccc(OC)cc1. The result is 1 (inhibitor).